Task: Predict which catalyst facilitates the given reaction.. Dataset: Catalyst prediction with 721,799 reactions and 888 catalyst types from USPTO Reactant: F[C:2]1[CH:7]=[CH:6][C:5]([NH:8][C:9](=[O:12])[O:10][CH3:11])=[CH:4][C:3]=1[N+:13]([O-:15])=[O:14].[NH2:16][CH2:17][CH:18]1[CH2:23][CH2:22][O:21][CH2:20][CH2:19]1. Product: [N+:13]([C:3]1[CH:4]=[C:5]([NH:8][C:9](=[O:12])[O:10][CH3:11])[CH:6]=[CH:7][C:2]=1[NH:16][CH2:17][CH:18]1[CH2:23][CH2:22][O:21][CH2:20][CH2:19]1)([O-:15])=[O:14]. The catalyst class is: 14.